Dataset: TCR-epitope binding with 47,182 pairs between 192 epitopes and 23,139 TCRs. Task: Binary Classification. Given a T-cell receptor sequence (or CDR3 region) and an epitope sequence, predict whether binding occurs between them. (1) The epitope is KLSALGINAV. The TCR CDR3 sequence is CASSLLTSGFPYEQYF. Result: 1 (the TCR binds to the epitope). (2) The TCR CDR3 sequence is CASSRTSGSTDTQYF. Result: 1 (the TCR binds to the epitope). The epitope is LVLSVNPYV. (3) The epitope is YLQPRTFLL. The TCR CDR3 sequence is CSVEGTWTAGGPVETQYF. Result: 0 (the TCR does not bind to the epitope). (4) The epitope is KMQRMLLEK. The TCR CDR3 sequence is CASRWYGTVSGANVLTF. Result: 0 (the TCR does not bind to the epitope). (5) The epitope is IPSINVHHY. The TCR CDR3 sequence is CSVGQGVVYGYTF. Result: 1 (the TCR binds to the epitope). (6) The epitope is KRWIILGLNK. The TCR CDR3 sequence is CASSKCRDKSYEQYF. Result: 1 (the TCR binds to the epitope). (7) The epitope is VLQAVGACV. The TCR CDR3 sequence is CASSSHEGLETQYF. Result: 0 (the TCR does not bind to the epitope).